This data is from Retrosynthesis with 50K atom-mapped reactions and 10 reaction types from USPTO. The task is: Predict the reactants needed to synthesize the given product. Given the product COc1cc(OC)nc(NC2CCNCC2)n1, predict the reactants needed to synthesize it. The reactants are: COc1cc(OC)nc(NC2CCN(C(=O)OC(C)(C)C)CC2)n1.